This data is from NCI-60 drug combinations with 297,098 pairs across 59 cell lines. The task is: Regression. Given two drug SMILES strings and cell line genomic features, predict the synergy score measuring deviation from expected non-interaction effect. (1) Drug 1: C1CC(=O)NC(=O)C1N2CC3=C(C2=O)C=CC=C3N. Drug 2: CC1=C(C=C(C=C1)NC(=O)C2=CC=C(C=C2)CN3CCN(CC3)C)NC4=NC=CC(=N4)C5=CN=CC=C5. Cell line: SW-620. Synergy scores: CSS=1.69, Synergy_ZIP=2.35, Synergy_Bliss=2.48, Synergy_Loewe=-2.64, Synergy_HSA=-4.05. (2) Drug 1: C1=NC2=C(N1)C(=S)N=CN2. Drug 2: COC1=NC(=NC2=C1N=CN2C3C(C(C(O3)CO)O)O)N. Cell line: T-47D. Synergy scores: CSS=1.40, Synergy_ZIP=3.45, Synergy_Bliss=-1.51, Synergy_Loewe=-4.95, Synergy_HSA=-2.77. (3) Drug 1: C1CC(=O)NC(=O)C1N2CC3=C(C2=O)C=CC=C3N. Drug 2: CS(=O)(=O)CCNCC1=CC=C(O1)C2=CC3=C(C=C2)N=CN=C3NC4=CC(=C(C=C4)OCC5=CC(=CC=C5)F)Cl. Cell line: BT-549. Synergy scores: CSS=1.98, Synergy_ZIP=-0.450, Synergy_Bliss=1.55, Synergy_Loewe=-0.138, Synergy_HSA=-0.00122.